Predict the reactants needed to synthesize the given product. From a dataset of Full USPTO retrosynthesis dataset with 1.9M reactions from patents (1976-2016). Given the product [C:8]([O:7][C:5]([C:4]1[CH:3]=[C:2]([CH2:22][CH2:21][CH2:20][C:18]([O:17][CH3:16])=[O:19])[CH:14]=[CH:13][CH:12]=1)=[O:6])([CH3:11])([CH3:10])[CH3:9], predict the reactants needed to synthesize it. The reactants are: I[C:2]1[CH:3]=[C:4]([CH:12]=[CH:13][CH:14]=1)[C:5]([O:7][C:8]([CH3:11])([CH3:10])[CH3:9])=[O:6].[I-].[CH3:16][O:17][C:18]([CH2:20][CH2:21][CH2:22][Zn+])=[O:19].